From a dataset of Forward reaction prediction with 1.9M reactions from USPTO patents (1976-2016). Predict the product of the given reaction. Given the reactants [Cl:1][C:2]1[CH:3]=[C:4]([S:9]([N:12]([CH2:22][P:23](=[O:30])([O:27][CH2:28][CH3:29])[O:24][CH2:25][CH3:26])[C:13]2[CH:14]=[C:15]3[C:19](=[CH:20][CH:21]=2)[NH:18][CH2:17][CH2:16]3)(=[O:11])=[O:10])[CH:5]=[C:6]([Cl:8])[CH:7]=1.[C:31](OC(=O)C)(=[O:33])[CH3:32].[OH-].[Na+], predict the reaction product. The product is: [C:31]([N:18]1[C:19]2[C:15](=[CH:14][C:13]([N:12]([CH2:22][P:23](=[O:30])([O:24][CH2:25][CH3:26])[O:27][CH2:28][CH3:29])[S:9]([C:4]3[CH:5]=[C:6]([Cl:8])[CH:7]=[C:2]([Cl:1])[CH:3]=3)(=[O:10])=[O:11])=[CH:21][CH:20]=2)[CH2:16][CH2:17]1)(=[O:33])[CH3:32].